Dataset: Full USPTO retrosynthesis dataset with 1.9M reactions from patents (1976-2016). Task: Predict the reactants needed to synthesize the given product. Given the product [C:1]([O:5][C:6](=[O:20])[NH:7][C@@H:8]1[CH2:12][CH2:11][N:10]([C:13]2[CH:18]=[CH:17][N:16]=[C:15]([NH:34][CH2:30][CH:31]([CH3:33])[CH3:32])[N:14]=2)[CH2:9]1)([CH3:4])([CH3:3])[CH3:2], predict the reactants needed to synthesize it. The reactants are: [C:1]([O:5][C:6](=[O:20])[NH:7][C@@H:8]1[CH2:12][CH2:11][N:10]([C:13]2[CH:18]=[CH:17][N:16]=[C:15](Cl)[N:14]=2)[CH2:9]1)([CH3:4])([CH3:3])[CH3:2].C(N(CC)C(C)C)(C)C.[CH2:30]([NH2:34])[CH:31]([CH3:33])[CH3:32].